Dataset: Forward reaction prediction with 1.9M reactions from USPTO patents (1976-2016). Task: Predict the product of the given reaction. (1) The product is: [N:1]1[C:10]2[C:5](=[CH:6][CH:7]=[CH:8][CH:9]=2)[C:4]([CH2:11][CH2:12][CH2:13][NH2:14])=[CH:3][CH:2]=1. Given the reactants [N:1]1[C:10]2[C:5](=[CH:6][CH:7]=[CH:8][CH:9]=2)[C:4]([CH:11]=[CH:12][CH2:13][NH2:14])=[CH:3][CH:2]=1, predict the reaction product. (2) Given the reactants [O:1]=[C:2]1[CH:7]([CH2:8][C:9]2[N:10]=[CH:11][N:12]3[C:21]4[C:16](=[CH:17][C:18](OS(C(F)(F)F)(=O)=O)=[CH:19][CH:20]=4)[CH2:15][CH2:14][C:13]=23)[CH2:6][CH2:5][CH2:4][N:3]1[C:30]([O:32][C:33]([CH3:36])([CH3:35])[CH3:34])=[O:31].[CH3:37]B(O)O.C(=O)([O-])[O-].[Cs+].[Cs+], predict the reaction product. The product is: [CH3:37][C:18]1[CH:17]=[C:16]2[C:21](=[CH:20][CH:19]=1)[N:12]1[CH:11]=[N:10][C:9]([CH2:8][CH:7]3[CH2:6][CH2:5][CH2:4][N:3]([C:30]([O:32][C:33]([CH3:35])([CH3:36])[CH3:34])=[O:31])[C:2]3=[O:1])=[C:13]1[CH2:14][CH2:15]2. (3) The product is: [C:1]1([NH:7][C:8]2[CH:9]=[CH:10][C:11]([C:14]([OH:18])=[O:16])=[N:12][CH:13]=2)[CH:6]=[CH:5][CH:4]=[CH:3][CH:2]=1. Given the reactants [C:1]1([NH:7][C:8]2[CH:9]=[CH:10][C:11]([C:14]#N)=[N:12][CH:13]=2)[CH:6]=[CH:5][CH:4]=[CH:3][CH:2]=1.[OH-:16].[Na+].[OH2:18], predict the reaction product. (4) Given the reactants [NH2:1][C:2]1[C:11]2[CH:10]=[CH:9][CH:8]=[C:7](Br)[C:6]=2[N:5]=[C:4]2[CH2:13][N:14]([CH:17]3[CH2:19][CH2:18]3)[C:15](=[O:16])[C:3]=12.[C:20]([C:22]1[CH:27]=[CH:26][CH:25]=[CH:24][C:23]=1B(O)O)#[N:21], predict the reaction product. The product is: [NH2:1][C:2]1[C:11]2[CH:10]=[CH:9][CH:8]=[C:7]([C:23]3[CH:24]=[CH:25][CH:26]=[CH:27][C:22]=3[C:20]#[N:21])[C:6]=2[N:5]=[C:4]2[CH2:13][N:14]([CH:17]3[CH2:19][CH2:18]3)[C:15](=[O:16])[C:3]=12. (5) Given the reactants [CH2:1]([N:7]([C:14]1[S:18][C:17]([C:19](=O)[C:20]([OH:23])([CH3:22])[CH3:21])=[CH:16][CH:15]=1)[CH2:8][CH2:9][CH2:10][CH2:11][CH2:12][CH3:13])[CH2:2][CH2:3][CH2:4][CH2:5][CH3:6].[C:25](#[N:29])[CH2:26][C:27]#[N:28].C(O)(=O)C.[N:34]1C=C[CH:37]=[CH:36][CH:35]=1, predict the reaction product. The product is: [C:35]([C:36]1[C:37](=[C:26]([C:25]#[N:29])[C:27]#[N:28])[O:23][C:20]([CH3:22])([CH3:21])[C:19]=1[C:17]1[S:18][C:14]([N:7]([CH2:8][CH2:9][CH2:10][CH2:11][CH2:12][CH3:13])[CH2:1][CH2:2][CH2:3][CH2:4][CH2:5][CH3:6])=[CH:15][CH:16]=1)#[N:34].